Dataset: NCI-60 drug combinations with 297,098 pairs across 59 cell lines. Task: Regression. Given two drug SMILES strings and cell line genomic features, predict the synergy score measuring deviation from expected non-interaction effect. (1) Drug 1: CCCS(=O)(=O)NC1=C(C(=C(C=C1)F)C(=O)C2=CNC3=C2C=C(C=N3)C4=CC=C(C=C4)Cl)F. Drug 2: CCN(CC)CCCC(C)NC1=C2C=C(C=CC2=NC3=C1C=CC(=C3)Cl)OC. Cell line: CAKI-1. Synergy scores: CSS=17.7, Synergy_ZIP=1.67, Synergy_Bliss=6.89, Synergy_Loewe=-3.43, Synergy_HSA=6.73. (2) Drug 1: CCCS(=O)(=O)NC1=C(C(=C(C=C1)F)C(=O)C2=CNC3=C2C=C(C=N3)C4=CC=C(C=C4)Cl)F. Drug 2: C1=CC(=CC=C1CCCC(=O)O)N(CCCl)CCCl. Cell line: K-562. Synergy scores: CSS=30.5, Synergy_ZIP=6.62, Synergy_Bliss=9.13, Synergy_Loewe=-54.6, Synergy_HSA=6.96. (3) Drug 1: CN(CCCl)CCCl.Cl. Drug 2: COCCOC1=C(C=C2C(=C1)C(=NC=N2)NC3=CC=CC(=C3)C#C)OCCOC.Cl. Cell line: HCT-15. Synergy scores: CSS=30.6, Synergy_ZIP=-5.63, Synergy_Bliss=-4.44, Synergy_Loewe=-21.0, Synergy_HSA=-6.76. (4) Drug 1: C1=CC(=CC=C1CCCC(=O)O)N(CCCl)CCCl. Drug 2: COC1=C2C(=CC3=C1OC=C3)C=CC(=O)O2. Cell line: SK-MEL-5. Synergy scores: CSS=25.1, Synergy_ZIP=-9.11, Synergy_Bliss=-9.71, Synergy_Loewe=-9.13, Synergy_HSA=-8.61. (5) Drug 1: C1C(C(OC1N2C=C(C(=O)NC2=O)F)CO)O. Drug 2: COCCOC1=C(C=C2C(=C1)C(=NC=N2)NC3=CC=CC(=C3)C#C)OCCOC.Cl. Cell line: ACHN. Synergy scores: CSS=30.5, Synergy_ZIP=-7.43, Synergy_Bliss=-8.19, Synergy_Loewe=-3.28, Synergy_HSA=-1.47. (6) Drug 1: C(=O)(N)NO. Drug 2: C1CCC(C(C1)N)N.C(=O)(C(=O)[O-])[O-].[Pt+4]. Cell line: HOP-62. Synergy scores: CSS=5.49, Synergy_ZIP=-8.09, Synergy_Bliss=-3.21, Synergy_Loewe=-11.7, Synergy_HSA=-3.48.